The task is: Regression/Classification. Given a drug SMILES string, predict its absorption, distribution, metabolism, or excretion properties. Task type varies by dataset: regression for continuous measurements (e.g., permeability, clearance, half-life) or binary classification for categorical outcomes (e.g., BBB penetration, CYP inhibition). Dataset: b3db_classification.. This data is from Blood-brain barrier permeability classification from the B3DB database. (1) The drug is CN1CCN(CCN2CCN(CCCN3c4ccccc4Sc4ccc(Cl)cc43)CC2)C1=O. The result is 1 (penetrates BBB). (2) The molecule is Cc1oc(=O)oc1COC(=O)[C@H]1N2C(=O)[C@@H](NC(=O)[C@H](N)c3ccccc3)[C@H]2SC1(C)C. The result is 0 (does not penetrate BBB). (3) The drug is CON=C(C(=O)NC1C(=O)N2C(C(=O)O)=C(COC(C)=O)CSC12)c1csc(N)n1. The result is 0 (does not penetrate BBB). (4) The drug is CCC(NC(=O)c1c(OCCNC(=O)C2CCCN2)c(-c2ccccc2)nc2ccccc12)c1ccccc1. The result is 0 (does not penetrate BBB).